Dataset: Forward reaction prediction with 1.9M reactions from USPTO patents (1976-2016). Task: Predict the product of the given reaction. (1) Given the reactants O1[CH:11]2[CH:6]([CH2:7][CH2:8][CH2:9][CH2:10]2)[CH2:5][CH2:4][C:2]1=[O:3].[C:12](O)(=O)C, predict the reaction product. The product is: [C:6]1([CH2:5][CH2:4][C:2](=[O:3])[CH3:12])[CH2:11][CH2:10][CH2:9][CH2:8][CH:7]=1. (2) Given the reactants [C:1]([C:4]1[S:8][C:7]([NH2:9])=[N:6][C:5]=1[CH3:10])(=[O:3])[CH3:2].[Br:11][C:12]1[CH:13]=[C:14]([S:18](Cl)(=[O:20])=[O:19])[S:15][C:16]=1[Cl:17], predict the reaction product. The product is: [C:1]([C:4]1[S:8][C:7]([NH:9][S:18]([C:14]2[S:15][C:16]([Cl:17])=[C:12]([Br:11])[CH:13]=2)(=[O:20])=[O:19])=[N:6][C:5]=1[CH3:10])(=[O:3])[CH3:2]. (3) Given the reactants [NH2:1][C:2]1[N:7]=[CH:6][N:5]=[C:4]2[N:8]([C@@H:24]3[CH2:29][CH2:28][CH2:27][NH:26][CH2:25]3)[N:9]=[C:10]([C:11]([NH:13][C:14]3[O:15][C:16]4[CH:22]=[CH:21][C:20]([F:23])=[CH:19][C:17]=4[N:18]=3)=[O:12])[C:3]=12.C(=O)([O-])[O-].[K+].[K+].[C:36](Cl)(=[O:39])[CH:37]=[CH2:38].Cl, predict the reaction product. The product is: [C:36]([N:26]1[CH2:27][CH2:28][CH2:29][C@@H:24]([N:8]2[C:4]3=[N:5][CH:6]=[N:7][C:2]([NH2:1])=[C:3]3[C:10]([C:11]([NH:13][C:14]3[O:15][C:16]4[CH:22]=[CH:21][C:20]([F:23])=[CH:19][C:17]=4[N:18]=3)=[O:12])=[N:9]2)[CH2:25]1)(=[O:39])[CH:37]=[CH2:38].